From a dataset of Full USPTO retrosynthesis dataset with 1.9M reactions from patents (1976-2016). Predict the reactants needed to synthesize the given product. (1) The reactants are: [Cl:1][C:2]1[C:15]2[C:14](=[O:16])[C:13]3[C:8](=[C:9](Cl)[CH:10]=[CH:11][CH:12]=3)[C:7](=O)[C:6]=2[CH:5]=[CH:4][CH:3]=1.O.[NH2:20][NH2:21]. Given the product [Cl:1][C:2]1[CH:3]=[CH:4][CH:5]=[C:6]2[C:15]=1[C:14](=[O:16])[C:13]1[C:8]3[C:7]2=[N:21][NH:20][C:9]=3[CH:10]=[CH:11][CH:12]=1, predict the reactants needed to synthesize it. (2) Given the product [CH3:3][CH:4]([CH3:29])[CH2:5][C:6]1[C:12]2[CH:13]=[CH:14][CH:15]=[CH:16][C:11]=2[N:10]([CH2:33][C:34]2[C:39]([CH3:40])=[CH:38][CH:37]=[CH:36][N:35]=2)[C:9](=[O:17])[CH:8]([NH:18][C:19]([NH:21][C:22]2[CH:27]=[CH:26][CH:25]=[C:24]([CH3:28])[CH:23]=2)=[O:20])[N:7]=1, predict the reactants needed to synthesize it. The reactants are: [H-].[Na+].[CH3:3][CH:4]([CH3:29])[CH2:5][C:6]1[C:12]2[CH:13]=[CH:14][CH:15]=[CH:16][C:11]=2[NH:10][C:9](=[O:17])[CH:8]([NH:18][C:19]([NH:21][C:22]2[CH:27]=[CH:26][CH:25]=[C:24]([CH3:28])[CH:23]=2)=[O:20])[N:7]=1.[I-].[Na+].Cl[CH2:33][C:34]1[C:39]([CH3:40])=[CH:38][CH:37]=[CH:36][N:35]=1.